From a dataset of Full USPTO retrosynthesis dataset with 1.9M reactions from patents (1976-2016). Predict the reactants needed to synthesize the given product. (1) Given the product [OH:3][NH:2][C:13](=[O:14])[O:15][CH2:16][C:17]1[CH:22]=[CH:21][CH:20]=[CH:19][CH:18]=1.[CH2:16]([O:15][C:13]([O:3][NH:2][C:4](=[O:7])[O:5][CH2:16][C:17]1[CH:22]=[CH:21][CH:20]=[CH:19][CH:18]=1)=[O:14])[C:17]1[CH:22]=[CH:21][CH:20]=[CH:19][CH:18]=1, predict the reactants needed to synthesize it. The reactants are: Cl.[NH2:2][OH:3].[C:4](=[O:7])(O)[O-:5].[Na+].C(Cl)Cl.Cl[C:13]([O:15][CH2:16][C:17]1[CH:22]=[CH:21][CH:20]=[CH:19][CH:18]=1)=[O:14]. (2) The reactants are: [Br:1][C:2]1[CH:7]=[CH:6][C:5]([N:8]([CH2:18][C:19]2[CH:24]=[CH:23][C:22]([O:25][CH3:26])=[CH:21][CH:20]=2)[CH2:9][CH2:10][CH2:11][CH2:12][CH2:13][CH2:14][C:15]([OH:17])=[O:16])=[C:4]([CH:27]=[O:28])[CH:3]=1.[C:29](=O)([O-])[O-].[K+].[K+].IC.O. Given the product [Br:1][C:2]1[CH:7]=[CH:6][C:5]([N:8]([CH2:18][C:19]2[CH:20]=[CH:21][C:22]([O:25][CH3:26])=[CH:23][CH:24]=2)[CH2:9][CH2:10][CH2:11][CH2:12][CH2:13][CH2:14][C:15]([O:17][CH3:29])=[O:16])=[C:4]([CH:27]=[O:28])[CH:3]=1, predict the reactants needed to synthesize it. (3) Given the product [S:13]([C:16]1[CH:22]=[CH:21][C:19]([CH3:20])=[CH:18][CH:17]=1)([O:8][CH2:7][CH2:6][C:5]1[CH:9]=[CH:10][CH:11]=[CH:12][C:4]=1[N+:1]([O-:3])=[O:2])(=[O:15])=[O:14], predict the reactants needed to synthesize it. The reactants are: [N+:1]([C:4]1[CH:12]=[CH:11][CH:10]=[CH:9][C:5]=1[CH2:6][CH2:7][OH:8])([O-:3])=[O:2].[S:13](Cl)([C:16]1[CH:22]=[CH:21][C:19]([CH3:20])=[CH:18][CH:17]=1)(=[O:15])=[O:14]. (4) Given the product [Cl:51][C:32]1[C:33]([N:37]2[C:46](=[O:47])[C:45]3[C:40](=[C:41]([F:48])[CH:42]=[CH:43][CH:44]=3)[N:39]([CH3:49])[C:38]2=[O:50])=[CH:34][CH:35]=[CH:36][C:31]=1[C:10]1[C:9]2[C:8]3[C:16](=[CH:17][C:5]([C:2]([OH:1])([CH3:4])[CH3:3])=[CH:6][CH:7]=3)[NH:15][C:14]=2[C:13]([C:18]([NH2:20])=[O:19])=[CH:12][CH:11]=1, predict the reactants needed to synthesize it. The reactants are: [OH:1][C:2]([C:5]1[CH:17]=[C:16]2[C:8]([C:9]3[C:10](B4OC(C)(C)C(C)(C)O4)=[CH:11][CH:12]=[C:13]([C:18]([NH2:20])=[O:19])[C:14]=3[NH:15]2)=[CH:7][CH:6]=1)([CH3:4])[CH3:3].Br[C:31]1[C:32]([Cl:51])=[C:33]([N:37]2[C:46](=[O:47])[C:45]3[C:40](=[C:41]([F:48])[CH:42]=[CH:43][CH:44]=3)[N:39]([CH3:49])[C:38]2=[O:50])[CH:34]=[CH:35][CH:36]=1.CCO.C([O-])([O-])=O.[Na+].[Na+]. (5) Given the product [NH2:1][C:2]1[N:7]=[CH:6][N:5]=[C:4]2[N:8]([C:33]3[CH:38]=[CH:37][C:36]([CH2:39][NH:41][CH2:42][CH2:43][CH2:44][N:45]4[CH:49]=[CH:48][N:47]=[CH:46]4)=[CH:35][CH:34]=3)[N:9]=[C:10]([C:11]3[CH:16]=[CH:15][C:14]([NH:17][C:18](=[O:30])[C:19]4[CH:24]=[CH:23][C:22]([C:25]([F:26])([F:28])[F:27])=[CH:21][C:20]=4[F:29])=[C:13]([O:31][CH3:32])[CH:12]=3)[C:3]=12, predict the reactants needed to synthesize it. The reactants are: [NH2:1][C:2]1[N:7]=[CH:6][N:5]=[C:4]2[N:8]([C:33]3[CH:38]=[CH:37][C:36]([CH:39]=O)=[CH:35][CH:34]=3)[N:9]=[C:10]([C:11]3[CH:16]=[CH:15][C:14]([NH:17][C:18](=[O:30])[C:19]4[CH:24]=[CH:23][C:22]([C:25]([F:28])([F:27])[F:26])=[CH:21][C:20]=4[F:29])=[C:13]([O:31][CH3:32])[CH:12]=3)[C:3]=12.[NH2:41][CH2:42][CH2:43][CH2:44][N:45]1[CH:49]=[CH:48][N:47]=[CH:46]1.C(O[BH-](OC(=O)C)OC(=O)C)(=O)C.[Na+].[OH-].[Na+]. (6) Given the product [Br:19][C:16]1[C:5]2[N:6]=[C:7]([C:10]3[CH:11]=[N:12][N:13]([CH3:15])[CH:14]=3)[N:8]=[CH:9][C:4]=2[C:3](=[O:18])[N:2]([CH3:1])[CH:17]=1, predict the reactants needed to synthesize it. The reactants are: [CH3:1][N:2]1[CH:17]=[CH:16][C:5]2[N:6]=[C:7]([C:10]3[CH:11]=[N:12][N:13]([CH3:15])[CH:14]=3)[N:8]=[CH:9][C:4]=2[C:3]1=[O:18].[Br:19]Br.O. (7) The reactants are: Cl[C:2]1[N:7]=[C:6]([C:8]2[N:12]3[CH:13]=[CH:14][CH:15]=[CH:16][C:11]3=[N:10][C:9]=2[C:17]2[CH:18]=[CH:19][C:20]([O:34][CH2:35][CH3:36])=[C:21]([CH:33]=2)[C:22]([NH:24][C:25]2[C:30]([F:31])=[CH:29][CH:28]=[CH:27][C:26]=2[F:32])=[O:23])[CH:5]=[CH:4][N:3]=1.[CH3:37][CH2:38][O:39][C:40]1[CH:46]=[C:45]([CH:47]2[CH2:52][CH2:51][N:50]([CH2:53][CH2:54][CH3:55])[CH2:49][CH2:48]2)[CH:44]=[CH:43][C:41]=1[NH2:42].C1(C)C=CC(S(O)(=O)=O)=CC=1.C[O-].[Na+]. Given the product [F:32][C:26]1[CH:27]=[CH:28][CH:29]=[C:30]([F:31])[C:25]=1[NH:24][C:22](=[O:23])[C:21]1[CH:33]=[C:17]([C:9]2[N:10]=[C:11]3[CH:16]=[CH:15][CH:14]=[CH:13][N:12]3[C:8]=2[C:6]2[CH:5]=[CH:4][N:3]=[C:2]([NH:42][C:41]3[CH:43]=[CH:44][C:45]([CH:47]4[CH2:48][CH2:49][N:50]([CH2:53][CH2:54][CH3:55])[CH2:51][CH2:52]4)=[CH:46][C:40]=3[O:39][CH2:38][CH3:37])[N:7]=2)[CH:18]=[CH:19][C:20]=1[O:34][CH2:35][CH3:36], predict the reactants needed to synthesize it. (8) Given the product [Cl:10][C:11]1[CH:16]=[C:15]([NH:17][C:18]2[C:27]3[C:22](=[CH:23][CH:24]=[CH:25][C:26]=3[O:28][CH2:29][C@H:30]3[CH2:35][CH2:34][CH2:33][CH2:32][N:31]3[C:36](=[O:39])[CH2:37][OH:38])[N:21]=[CH:20][N:19]=2)[CH:14]=[CH:13][C:12]=1[O:40][CH2:2][C:3]1[CH:8]=[CH:7][CH:6]=[C:5]([F:9])[CH:4]=1, predict the reactants needed to synthesize it. The reactants are: Cl[CH2:2][C:3]1[CH:8]=[CH:7][CH:6]=[C:5]([F:9])[CH:4]=1.[Cl:10][C:11]1[CH:16]=[C:15]([NH:17][C:18]2[C:27]3[C:22](=[CH:23][CH:24]=[CH:25][C:26]=3[O:28][CH2:29][C@H:30]3[CH2:35][CH2:34][CH2:33][CH2:32][N:31]3[C:36](=[O:39])[CH2:37][OH:38])[N:21]=[CH:20][N:19]=2)[CH:14]=[CH:13][C:12]=1[OH:40]. (9) Given the product [F:1][B-:2]([F:5])([F:4])[F:3].[O:30]([C:37]1[CH:38]=[CH:39][C:40]([N+:41]2[C:14]([C:24]3[CH:29]=[CH:28][CH:27]=[CH:26][CH:25]=3)=[CH:15][C:16]([C:18]3[CH:19]=[CH:20][CH:21]=[CH:22][CH:23]=3)=[CH:17][C:12]=2[C:6]2[CH:11]=[CH:10][CH:9]=[CH:8][CH:7]=2)=[CH:42][CH:43]=1)[C:31]1[CH:32]=[CH:33][CH:34]=[CH:35][CH:36]=1, predict the reactants needed to synthesize it. The reactants are: [F:1][B-:2]([F:5])([F:4])[F:3].[C:6]1([C:12]2[CH:17]=[C:16]([C:18]3[CH:23]=[CH:22][CH:21]=[CH:20][CH:19]=3)[CH:15]=[C:14]([C:24]3[CH:29]=[CH:28][CH:27]=[CH:26][CH:25]=3)[O+]=2)[CH:11]=[CH:10][CH:9]=[CH:8][CH:7]=1.[O:30]([C:37]1[CH:43]=[CH:42][C:40]([NH2:41])=[CH:39][CH:38]=1)[C:31]1[CH:36]=[CH:35][CH:34]=[CH:33][CH:32]=1.